From a dataset of Forward reaction prediction with 1.9M reactions from USPTO patents (1976-2016). Predict the product of the given reaction. (1) Given the reactants [Cl:1][C:2]1[CH:7]=[CH:6][C:5]([C:8]2[CH:9]=[C:10]([CH3:19])[C:11]3[N:12]([C:14]([C:17]#[CH:18])=[CH:15][N:16]=3)[CH:13]=2)=[CH:4][CH:3]=1.[NH2:20][C:21]1[N:26]=[CH:25][C:24](I)=[CH:23][N:22]=1, predict the reaction product. The product is: [Cl:1][C:2]1[CH:3]=[CH:4][C:5]([C:8]2[CH:9]=[C:10]([CH3:19])[C:11]3[N:12]([C:14]([C:17]#[C:18][C:24]4[CH:23]=[N:22][C:21]([NH2:20])=[N:26][CH:25]=4)=[CH:15][N:16]=3)[CH:13]=2)=[CH:6][CH:7]=1. (2) Given the reactants [CH3:1][C:2]1[CH:8]=[C:7]([Br:9])[C:6]([Cl:10])=[CH:5][C:3]=1N.N([O-])=O.[Na+].[Cu][C:16]#[N:17].[C-]#N.[Na+], predict the reaction product. The product is: [CH3:1][C:2]1[CH:8]=[C:7]([Br:9])[C:6]([Cl:10])=[CH:5][C:3]=1[C:16]#[N:17].